From a dataset of Full USPTO retrosynthesis dataset with 1.9M reactions from patents (1976-2016). Predict the reactants needed to synthesize the given product. (1) Given the product [CH:17]1([C:23]2[N:25]=[C:8]([OH:10])[C:7]([CH3:6])=[C:13]([CH3:14])[N:24]=2)[CH2:22][CH2:21][CH2:20][CH2:19][CH2:18]1, predict the reactants needed to synthesize it. The reactants are: [O-]CC.[Na+].[Na].[CH3:6][CH:7]([C:13](=O)[CH3:14])[C:8]([O:10]CC)=O.Cl.[CH:17]1([C:23](=[NH:25])[NH2:24])[CH2:22][CH2:21][CH2:20][CH2:19][CH2:18]1. (2) Given the product [O:7]1[C:6]2[CH:8]=[CH:9][CH:10]=[CH:11][C:5]=2[O:4][CH:3]=[C:2]1[CH2:21][CH2:22][OH:23], predict the reactants needed to synthesize it. The reactants are: Br[C:2]1[O:7][C:6]2[CH:8]=[CH:9][CH:10]=[CH:11][C:5]=2[O:4][CH:3]=1.C([Li])CCC.B(F)(F)F.[CH3:21][CH2:22][O:23]CC.C1OC1.[Cl-].[NH4+]. (3) Given the product [Br:7][C:8]1[N:9]=[C:10]([CH:17]=[O:18])[N:11]([CH3:13])[CH:12]=1, predict the reactants needed to synthesize it. The reactants are: CCCCCC.[Br:7][C:8]1[N:9]=[CH:10][N:11]([CH3:13])[CH:12]=1.CN([CH:17]=[O:18])C.O. (4) Given the product [F:17][C:2]([F:1])([F:16])[O:3][C:4]1[CH:5]=[C:6]([N:10]2[CH2:11][CH2:12][N:13]([CH2:19][CH2:20][CH2:21][CH2:22][CH2:23][C:24]([O:26][CH2:27][CH3:28])=[O:25])[CH2:14][CH2:15]2)[CH:7]=[CH:8][CH:9]=1, predict the reactants needed to synthesize it. The reactants are: [F:1][C:2]([F:17])([F:16])[O:3][C:4]1[CH:5]=[C:6]([N:10]2[CH2:15][CH2:14][NH:13][CH2:12][CH2:11]2)[CH:7]=[CH:8][CH:9]=1.Br[CH2:19][CH2:20][CH2:21][CH2:22][CH2:23][C:24]([O:26][CH2:27][CH3:28])=[O:25].